Predict which catalyst facilitates the given reaction. From a dataset of Catalyst prediction with 721,799 reactions and 888 catalyst types from USPTO. Reactant: [Cl:1][C:2]1[CH:7]=[CH:6][N:5]=[C:4]([CH2:8][NH:9][C:10]2[O:11][C:12]3[C:18]([O:19][CH3:20])=[CH:17][C:16]([C:21]([OH:23])=O)=[CH:15][C:13]=3[N:14]=2)[CH:3]=1.[CH3:24][C:25]1([CH2:33][CH2:34][OH:35])[O:30][CH2:29][C:28]([CH3:32])([CH3:31])[NH:27][CH2:26]1.C(N(CC)C(C)C)(C)C.CN(C(ON1N=NC2C=CC=NC1=2)=[N+](C)C)C.F[P-](F)(F)(F)(F)F. Product: [Cl:1][C:2]1[CH:7]=[CH:6][N:5]=[C:4]([CH2:8][NH:9][C:10]2[O:11][C:12]3[C:18]([O:19][CH3:20])=[CH:17][C:16]([C:21]([N:27]4[C:28]([CH3:31])([CH3:32])[CH2:29][O:30][C:25]([CH2:33][CH2:34][OH:35])([CH3:24])[CH2:26]4)=[O:23])=[CH:15][C:13]=3[N:14]=2)[CH:3]=1. The catalyst class is: 9.